This data is from Forward reaction prediction with 1.9M reactions from USPTO patents (1976-2016). The task is: Predict the product of the given reaction. (1) The product is: [OH:12][CH2:11][C:10]([NH:9][CH2:8][C@H:7]([OH:14])[CH2:6][O:5][C:4]1[C:15]([CH3:23])=[CH:16][C:17]([C:19](=[NH:22])[NH:20][OH:21])=[CH:18][C:3]=1[O:24][CH3:25])=[O:13]. Given the reactants C([C:3]1[CH:18]=[C:17]([C:19](=[NH:22])[NH:20][OH:21])[CH:16]=[C:15]([CH3:23])[C:4]=1[O:5][CH2:6][C@@H:7]([OH:14])[CH2:8][NH:9][C:10](=[O:13])[CH2:11][OH:12])C.[OH:24][C:25]1C(C)=CC(C#N)=CC=1OC, predict the reaction product. (2) The product is: [CH3:41][NH:42][C:26](=[O:32])[C:16]([N:13]1[CH2:14][CH2:15][C:11]2([C:5]3[C:6](=[CH:7][CH:8]=[C:3]([C:2]([F:23])([F:1])[F:24])[CH:4]=3)[N:9]([C:47]([NH:33][C:34]3[CH:39]=[N:38][C:37]([CH3:40])=[CH:36][N:35]=3)=[O:43])[CH2:10]2)[CH2:12]1)=[O:17]. Given the reactants [F:1][C:2]([F:24])([F:23])[C:3]1[CH:4]=[C:5]2[C:11]3([CH2:15][CH2:14][N:13]([C:16](OC(C)(C)C)=[O:17])[CH2:12]3)[CH2:10][NH:9][C:6]2=[CH:7][CH:8]=1.Cl[C:26](=[O:32])C(OCC)=O.[NH2:33][C:34]1[CH:39]=[N:38][C:37]([CH3:40])=[CH:36][N:35]=1.[CH3:41][NH2:42].[O:43]1[CH2:47]CCC1, predict the reaction product. (3) Given the reactants [F:1][C:2]1[CH:30]=[C:29]2[C:5]([CH2:6][CH2:7][CH:8]3[C:12](O)([C:13]4[O:17][N:16]=[C:15]([C:18]5[CH:23]=[CH:22][CH:21]=[CH:20][CH:19]=5)[C:14]=4[C:24]([F:27])([F:26])[F:25])[O:11][N:10]=[C:9]32)=[CH:4][C:3]=1[C:31]([O:33][CH3:34])=[O:32].N1C=CC=CC=1.S(Cl)(Cl)=O, predict the reaction product. The product is: [F:1][C:2]1[CH:30]=[C:29]2[C:5]([CH2:6][CH2:7][C:8]3[C:9]2=[N:10][O:11][C:12]=3[C:13]2[O:17][N:16]=[C:15]([C:18]3[CH:19]=[CH:20][CH:21]=[CH:22][CH:23]=3)[C:14]=2[C:24]([F:27])([F:26])[F:25])=[CH:4][C:3]=1[C:31]([O:33][CH3:34])=[O:32]. (4) Given the reactants [OH:1][CH:2]1[C@@H:6]2[CH2:7][N:8](C(OCC3C=CC=CC=3)=O)[CH2:9][C@@H:5]2[CH2:4][CH2:3]1, predict the reaction product. The product is: [CH2:9]1[C@@H:5]2[CH2:4][CH2:3][CH:2]([OH:1])[C@@H:6]2[CH2:7][NH:8]1. (5) Given the reactants [N+](=[CH:3][C:4]([O:6][CH2:7][CH3:8])=[O:5])=[N-].O.[CH2:10]([OH:14])[CH2:11][CH2:12][OH:13], predict the reaction product. The product is: [OH:13][CH2:12][CH2:11][CH2:10][O:14][CH2:3][C:4]([O:6][CH2:7][CH3:8])=[O:5]. (6) Given the reactants CC(S[C@@H]1O[C@H](CO)[C@H](O)[C@H](O)[C@H]1O)C.CC1(C)S[C@@H]2[C@H](NC([C@H](N)C3C=CC=CC=3)=O)C(=O)N2[C@H]1C(O)=O.[CH3:40][C:41]1[CH:46]=[CH:45][CH:44]=[CH:43][C:42]=1[C:47](=[O:52])[C:48]([NH:50][CH3:51])=[O:49].C1C=[N+]([C@@H]2O[C@H](COP(OP(OC[C@H]3O[C@@H](N4C5N=CN=C(N)C=5N=C4)[C@H](OP(O)(O)=O)[C@@H]3O)(O)=O)(O)=O)[C@@H](O)[C@H]2O)C=C(C(N)=O)C=1.O=C[C@@H]([C@H]([C@@H]([C@@H](CO)O)O)O)O.P([O-])([O-])([O-])=O, predict the reaction product. The product is: [CH3:40][C:41]1[CH:46]=[CH:45][CH:44]=[CH:43][C:42]=1[CH:47]([OH:52])[C:48]([NH:50][CH3:51])=[O:49].